Dataset: Experimentally validated miRNA-target interactions with 360,000+ pairs, plus equal number of negative samples. Task: Binary Classification. Given a miRNA mature sequence and a target amino acid sequence, predict their likelihood of interaction. (1) The miRNA is mmu-miR-7054-5p with sequence UAGGAAGGUGGUUGGGCUGAGUACU. The protein sequence of the target gene is MASGVGAACEELPPDGTCDECEPDEAPGAEEVCRDCGFCYCRRHADAHRQKFLSHRLAAYVHGAQAWTPPASGGDDALPEDAEAKGEAEGEVESEVGEEESETEVDSESEEESETEEDSEDESDEESEEDSEEEMEDEQESEAEEDNQEEGESEAEGETEAESEFDPEIEMEAERVAKRKCPDHGLDLSTYCQEDRQLICVLCPVIGAHRGHQLSTLDEAFEELRSKDSGGLKAAMIELVERLKFKSSDPKVTRDQMKIFIQQEFKKVQKVIADEEQKALHLVDIQEAMATAHVTEILAD.... Result: 1 (interaction). (2) The miRNA is hsa-miR-4672 with sequence UUACACAGCUGGACAGAGGCA. The protein sequence of the target gene is MFDIKAWAEYVVEWAAKDPYGFLTTVILALTPLFLASAVLSWKLAKMIEAREKEQKKKQKRQENIAKAKRLKKD. Result: 1 (interaction). (3) The miRNA is hsa-miR-6875-5p with sequence UGAGGGACCCAGGACAGGAGA. The protein sequence of the target gene is MAAEEADVDIEGDVVAAAGAQPGSGENTASVLQKDHYLDSSWRTENGLIPWTLDNTISEENRAVIEKMLLEEEYYLSKKSQPEKVWLDQKEDDKKYMKSLQKTAKIMVHSPTKPASYSVKWTIEEKELFEQGLAKFGRRWTKISKLIGSRTVLQVKSYARQYFKNKVKCGLDKETPNQKTGHNLQVKNEDKGTKAWTPSCLRGRADPNLNAVKIEKLSDDEEVDITDEVDELSSQTPQKNSSSDLLLDFPNSKMHETNQGEFITSDSQEALFSKSSRGCLQNEKQDETLSSSEITLWTEK.... Result: 0 (no interaction). (4) The miRNA is hsa-miR-183-5p with sequence UAUGGCACUGGUAGAAUUCACU. The protein sequence of the target gene is MAQASRSGSLPPLVIVPPLRAQPGGTGEEQWERSRTGGLRWEVHCWPSGTSGGTPWWPTPADVSEDYEADAAAWRRGPAGGGPIPPALQRLRAVLLRLHREREQLLQARDCAYHLQSAVRLMKTLSPGSPSGGPSPLPQWCRDLQLHPSQGAVLRIGPGETLEPLLLARPIGLAAQCLEAVIEMQLRALGREPASPGLSSQLAELLFALPAYHTLQRKALSHVPGAARPFPTSRVLRLLTGERGCQVASRLDEALQGSALRDQLRRRCQEEGDLLPGLLGLVGGVAGSASCGLGLGGAGA.... Result: 1 (interaction).